Dataset: Forward reaction prediction with 1.9M reactions from USPTO patents (1976-2016). Task: Predict the product of the given reaction. (1) Given the reactants [H-].[Na+].[CH2:3]([O:5][CH2:6][CH2:7][OH:8])[CH3:4].[CH:9]1([N:14]2[C:19]3[N:20]=[C:21]([S:24][CH3:25])[N:22]=[CH:23][C:18]=3[CH:17]=[C:16](F)[C:15]2=[O:27])[CH2:13][CH2:12][CH2:11][CH2:10]1, predict the reaction product. The product is: [CH:9]1([N:14]2[C:19]3[N:20]=[C:21]([S:24][CH3:25])[N:22]=[CH:23][C:18]=3[CH:17]=[C:16]([O:8][CH2:7][CH2:6][O:5][CH2:3][CH3:4])[C:15]2=[O:27])[CH2:13][CH2:12][CH2:11][CH2:10]1. (2) Given the reactants [Br:1][C:2]1[CH:3]=[CH:4][CH:5]=[C:6]2[C:10]=1[CH:9]([OH:11])[CH2:8][CH2:7]2.ClCCl.[Cr](Cl)([O-])(=O)=O.[NH+]1C=CC=CC=1, predict the reaction product. The product is: [Br:1][C:2]1[CH:3]=[CH:4][CH:5]=[C:6]2[C:10]=1[C:9](=[O:11])[CH2:8][CH2:7]2. (3) Given the reactants [C:1]([N:8]1[CH2:16][CH2:15][CH2:14][C@H:10]([C:11]([OH:13])=O)[CH2:9]1)([O:3][C:4]([CH3:7])([CH3:6])[CH3:5])=[O:2].[CH:17]1[CH:18]=[CH:19][C:20]2N(O)N=N[C:21]=2[CH:22]=1.CC[N:29]=[C:30]=[N:31]CCCN(C)C.Cl.C(N(CC)CC)C.[O:46]1CCOCC1, predict the reaction product. The product is: [C:4]([O:3][C:1]([N:8]1[CH2:16][CH2:15][CH2:14][C@H:10]([C:11]2[O:13][N:31]=[C:30]([O:46][C:21]3[CH:20]=[CH:19][CH:18]=[CH:17][CH:22]=3)[N:29]=2)[CH2:9]1)=[O:2])([CH3:5])([CH3:6])[CH3:7]. (4) Given the reactants C(OC([N:11]1[CH2:15][CH2:14][CH:13]([CH:16]([NH2:22])[C:17]2[O:18][CH:19]=[CH:20][N:21]=2)[CH2:12]1)=O)C1C=CC=CC=1.C([O-])=O.[NH4+], predict the reaction product. The product is: [O:18]1[CH:19]=[CH:20][N:21]=[C:17]1[CH:16]([NH2:22])[CH:13]1[CH2:14][CH2:15][NH:11][CH2:12]1. (5) Given the reactants [CH2:1]([O:3][C:4](=[O:27])[CH2:5][C:6]1[CH:11]=[CH:10][C:9]([O:12][CH3:13])=[C:8]([O:14][C:15]2[CH:20]=[CH:19][C:18](Br)=[CH:17][C:16]=2[CH2:22][S:23][CH:24]([CH3:26])[CH3:25])[CH:7]=1)[CH3:2].[CH3:28][N:29]1[CH:33]=[C:32](B2OC(C)(C)C(C)(C)O2)[CH:31]=[N:30]1, predict the reaction product. The product is: [CH2:1]([O:3][C:4](=[O:27])[CH2:5][C:6]1[CH:11]=[CH:10][C:9]([O:12][CH3:13])=[C:8]([O:14][C:15]2[CH:20]=[CH:19][C:18]([C:32]3[CH:31]=[N:30][N:29]([CH3:28])[CH:33]=3)=[CH:17][C:16]=2[CH2:22][S:23][CH:24]([CH3:26])[CH3:25])[CH:7]=1)[CH3:2]. (6) Given the reactants [F:1][C:2]1[CH:7]=[CH:6][CH:5]=[C:4]([O:8][CH3:9])[C:3]=1[C@@H:10]1[CH2:12][C@H:11]1[CH2:13][OH:14].[Cl:15][C:16]1[C:21]([C:22]([F:25])([F:24])[F:23])=[C:20](Cl)[CH:19]=[CH:18][N:17]=1, predict the reaction product. The product is: [Cl:15][C:16]1[C:21]([C:22]([F:23])([F:24])[F:25])=[C:20]([O:14][CH2:13][C@H:11]2[CH2:12][C@@H:10]2[C:3]2[C:4]([O:8][CH3:9])=[CH:5][CH:6]=[CH:7][C:2]=2[F:1])[CH:19]=[CH:18][N:17]=1. (7) Given the reactants CO[C:3](=[C:14]([C:17]#[N:18])[C:15]#[N:16])[CH2:4][C:5]1[CH:10]=[CH:9][CH:8]=[C:7]([N+:11]([O-:13])=[O:12])[CH:6]=1.[NH2:19][NH2:20], predict the reaction product. The product is: [N+:11]([C:7]1[CH:6]=[C:5]([CH:10]=[CH:9][CH:8]=1)[CH2:4][C:3]1[C:14]([C:15]#[N:16])=[C:17]([NH2:18])[NH:20][N:19]=1)([O-:13])=[O:12].